From a dataset of Forward reaction prediction with 1.9M reactions from USPTO patents (1976-2016). Predict the product of the given reaction. (1) Given the reactants [F:1][C:2]([F:13])([F:12])[O:3][C:4]1[CH:11]=[CH:10][C:7]([CH:8]=O)=[CH:6][CH:5]=1.[OH-:14].[Na+].[NH2:16]O.Cl, predict the reaction product. The product is: [F:1][C:2]([F:13])([F:12])[O:3][C:4]1[CH:11]=[CH:10][C:7]([CH:8]=[N:16][OH:14])=[CH:6][CH:5]=1. (2) Given the reactants [Cl:1][C:2]1[CH:3]=[C:4]([CH:24]=[C:25]([O:28][CH3:29])[C:26]=1[OH:27])/[CH:5]=[C:6]1/[C:7](=[O:23])[N:8]2[C:13]([C:14]3[CH:15]=[C:16]([CH:20]=[CH:21][CH:22]=3)[C:17](O)=[O:18])=[CH:12][N:11]=[C:9]2[S:10]/1.Cl.[F:31][CH:32]1[CH2:35][NH:34][CH2:33]1, predict the reaction product. The product is: [Cl:1][C:2]1[CH:3]=[C:4](/[CH:5]=[C:6]2/[C:7](=[O:23])[N:11]3[CH:12]=[C:13]([C:14]4[CH:22]=[CH:21][CH:20]=[C:16]([C:17]([N:34]5[CH2:35][CH:32]([F:31])[CH2:33]5)=[O:18])[CH:15]=4)[N:8]=[C:9]3[S:10]/2)[CH:24]=[C:25]([O:28][CH3:29])[C:26]=1[OH:27]. (3) The product is: [C:23]([O:22][C:20](=[O:21])[NH:19][C:17]1[CH:18]=[C:13]2[CH:12]=[C:11]([C:27]([C:52]3[CH:53]=[CH:54][C:49]([S:46]([CH3:45])(=[O:48])=[O:47])=[CH:50][CH:51]=3)=[CH:28][CH:29]3[CH2:33][CH2:32][CH2:31][CH2:30]3)[N:10]([S:7]([C:1]3[CH:2]=[CH:3][CH:4]=[CH:5][CH:6]=3)(=[O:8])=[O:9])[C:14]2=[N:15][CH:16]=1)([CH3:26])([CH3:25])[CH3:24]. Given the reactants [C:1]1([S:7]([N:10]2[C:14]3=[N:15][CH:16]=[C:17]([NH:19][C:20]([O:22][C:23]([CH3:26])([CH3:25])[CH3:24])=[O:21])[CH:18]=[C:13]3[CH:12]=[C:11]2[C:27](OS(C2C=CC(C)=CC=2)(=O)=O)=[CH:28][CH:29]2[CH2:33][CH2:32][CH2:31][CH2:30]2)(=[O:9])=[O:8])[CH:6]=[CH:5][CH:4]=[CH:3][CH:2]=1.[CH3:45][S:46]([C:49]1[CH:54]=[CH:53][C:52](B(O)O)=[CH:51][CH:50]=1)(=[O:48])=[O:47].C(=O)([O-])[O-].[Na+].[Na+], predict the reaction product. (4) Given the reactants [CH:1]([C:4]1[N:5]=[N:6][C:7]([N:10]2[CH:14]=[N:13][N:12]=[N:11]2)=[CH:8][CH:9]=1)=[CH:2][CH3:3].[CH3:15][C:16]1[C:20](=[O:21])[O:19][CH2:18][C:17]=1[N:22]1[CH2:26][CH2:25][C:24]2([CH2:31][CH2:30][NH:29][CH2:28][CH2:27]2)[C:23]1=[O:32].C1C=CC(P(C2C(OC3C(P(C4C=CC=CC=4)C4C=CC=CC=4)=CC=CC=3)=CC=CC=2)C2C=CC=CC=2)=CC=1.N#N, predict the reaction product. The product is: [CH3:15][C:16]1[C:20](=[O:21])[O:19][CH2:18][C:17]=1[N:22]1[CH2:26][CH2:25][C:24]2([CH2:31][CH2:30][N:29]([C@H:2]([CH3:3])[CH2:1][C:4]3[N:5]=[N:6][C:7]([N:10]4[CH:14]=[N:13][N:12]=[N:11]4)=[CH:8][CH:9]=3)[CH2:28][CH2:27]2)[C:23]1=[O:32]. (5) Given the reactants [CH:1]([C:3]1[CH:4]=[C:5]([CH:8]=[CH:9][CH:10]=1)[C:6]#[N:7])=O.C[C:12]1[CH:17]=[C:16](C)[CH:15]=[C:14](C)[C:13]=1[CH:20]1[CH2:25][C:24](=O)[CH2:23][C:22](=[O:27])[CH2:21]1.[C:28]([O-:31])(=[O:30])C.[NH4+].[CH:33]1([O:38][C:39](=[O:44])[CH2:40][C:41](=O)[CH3:42])[CH2:37][CH2:36][CH2:35][CH2:34]1.F[B-](F)(F)F.C([N+:54]1C=CN(C)C=1)CCC, predict the reaction product. The product is: [CH:33]1([O:38][C:39]([C:40]2[CH:1]([C:3]3[CH:10]=[CH:9][CH:8]=[C:5]([C:6]#[N:7])[CH:4]=3)[C:23]3[C:22](=[O:27])[CH2:21][CH:20]([C:13]4[CH:12]=[CH:17][C:16]5[O:30][CH2:28][O:31][C:15]=5[CH:14]=4)[CH2:25][C:24]=3[NH:54][C:41]=2[CH3:42])=[O:44])[CH2:37][CH2:36][CH2:35][CH2:34]1. (6) Given the reactants [C:1]([C:5]1[CH:10]=[CH:9][C:8]([S:11]([N:14]([CH2:24][C:25]([OH:27])=O)[C:15]2[CH:20]=[CH:19][CH:18]=[C:17]([N:21]([CH3:23])[CH3:22])[CH:16]=2)(=[O:13])=[O:12])=[CH:7][CH:6]=1)([CH3:4])([CH3:3])[CH3:2].[CH2:28]([NH:30][CH2:31][C:32]1[S:33][CH:34]=[CH:35][N:36]=1)[CH3:29], predict the reaction product. The product is: [C:1]([C:5]1[CH:6]=[CH:7][C:8]([S:11]([N:14]([C:15]2[CH:20]=[CH:19][CH:18]=[C:17]([N:21]([CH3:23])[CH3:22])[CH:16]=2)[CH2:24][C:25]([N:30]([CH2:28][CH3:29])[CH2:31][C:32]2[S:33][CH:34]=[CH:35][N:36]=2)=[O:27])(=[O:13])=[O:12])=[CH:9][CH:10]=1)([CH3:2])([CH3:3])[CH3:4]. (7) Given the reactants [CH2:1]([C:4]1[C:13]([O:14][CH3:15])=[C:12]([C:16]([CH3:19])([CH3:18])[CH3:17])[CH:11]=[C:10]([C:20]2[C:21]([O:26]CC3C=CC=CC=3)=[N:22][CH:23]=[CH:24][CH:25]=2)[C:5]=1[C:6]([O:8][CH3:9])=[O:7])[CH:2]=[CH2:3], predict the reaction product. The product is: [CH3:9][O:8][C:6](=[O:7])[C:5]1[C:10]([C:20]2[C:21](=[O:26])[NH:22][CH:23]=[CH:24][CH:25]=2)=[CH:11][C:12]([C:16]([CH3:17])([CH3:18])[CH3:19])=[C:13]([O:14][CH3:15])[C:4]=1[CH2:1][CH2:2][CH3:3].